Dataset: Full USPTO retrosynthesis dataset with 1.9M reactions from patents (1976-2016). Task: Predict the reactants needed to synthesize the given product. (1) Given the product [CH2:27]([N:29]([CH2:30][CH3:31])[CH2:21][CH2:20][CH:13]1[C:14]2[C:19](=[CH:18][CH:17]=[CH:16][CH:15]=2)[C:11](=[C:10]2[C:9]3[C:4](=[CH:5][CH:6]=[CH:7][CH:8]=3)[NH:3][C:2]2=[O:1])[O:12]1)[CH3:28], predict the reactants needed to synthesize it. The reactants are: [O:1]=[C:2]1[C:10](=[C:11]2[C:19]3[C:14](=[CH:15][CH:16]=[CH:17][CH:18]=3)[CH:13]([CH2:20][CH2:21]OS(C)(=O)=O)[O:12]2)[C:9]2[C:4](=[CH:5][CH:6]=[CH:7][CH:8]=2)[NH:3]1.[CH2:27]([NH:29][CH2:30][CH3:31])[CH3:28].O1CCOCC1. (2) Given the product [F:13][C:10]1([F:12])[CH2:9][N:8]([C:14](=[O:22])[C:15]2[CH:16]=[CH:17][C:18]([F:21])=[CH:19][CH:20]=2)[CH2:7][CH:6]([C:4]([OH:5])=[O:3])[CH2:11]1, predict the reactants needed to synthesize it. The reactants are: C([O:3][C:4]([CH:6]1[CH2:11][C:10]([F:13])([F:12])[CH2:9][N:8]([C:14](=[O:22])[C:15]2[CH:20]=[CH:19][C:18]([F:21])=[CH:17][CH:16]=2)[CH2:7]1)=[O:5])C.[OH-].[Na+]. (3) Given the product [BrH:33].[N:1]1([CH2:6][CH2:7][NH:8][C:9]([C:11]2[N:12]([CH3:32])[C:13]3[C:21]([C:22]=2[Br:33])=[C:20]2[C:16]([C:17](=[O:24])[NH:18][C:19]2=[O:23])=[C:15]([C:25]2[CH:30]=[CH:29][CH:28]=[CH:27][C:26]=2[Cl:31])[CH:14]=3)=[O:10])[CH2:2][CH2:3][CH2:4][CH2:5]1, predict the reactants needed to synthesize it. The reactants are: [N:1]1([CH2:6][CH2:7][NH:8][C:9]([C:11]2[N:12]([CH3:32])[C:13]3[C:21]([CH:22]=2)=[C:20]2[C:16]([C:17](=[O:24])[NH:18][C:19]2=[O:23])=[C:15]([C:25]2[CH:30]=[CH:29][CH:28]=[CH:27][C:26]=2[Cl:31])[CH:14]=3)=[O:10])[CH2:5][CH2:4][CH2:3][CH2:2]1.[Br:33]Br. (4) Given the product [CH:23]([O:26][C:13](=[S:14])[NH:12][C:10]1[CH:9]=[C:8]([F:15])[CH:7]=[C:6]([O:5][C:1]([CH3:4])([CH3:2])[CH3:3])[CH:11]=1)([CH3:25])[CH3:24], predict the reactants needed to synthesize it. The reactants are: [C:1]([O:5][C:6]1[CH:11]=[C:10]([N:12]=[C:13]=[S:14])[CH:9]=[C:8]([F:15])[CH:7]=1)([CH3:4])([CH3:3])[CH3:2].C(N(CC)CC)C.[CH:23]([OH:26])([CH3:25])[CH3:24]. (5) Given the product [CH2:1]([C@H:8]1[CH2:12][S:11][C:10](=[O:13])[N:9]1[C:14]([C@@H:15]([C@@H:62]([OH:63])[CH2:61][CH2:60][C:57]1[CH:58]=[CH:59][C:54]([C:49]2[CH:48]=[C:47]([F:46])[CH:52]=[C:51]([F:53])[CH:50]=2)=[CH:55][CH:56]=1)[CH2:16][N:17]1[C:22](=[O:23])[C:21]2[CH:24]=[CH:25][CH:26]=[CH:27][C:20]=2[N:19]=[N:18]1)=[O:28])[C:2]1[CH:7]=[CH:6][CH:5]=[CH:4][CH:3]=1, predict the reactants needed to synthesize it. The reactants are: [CH2:1]([C@H:8]1[CH2:12][S:11][C:10](=[O:13])[N:9]1[C:14](=[O:28])[CH2:15][CH2:16][N:17]1[C:22](=[O:23])[C:21]2[CH:24]=[CH:25][CH:26]=[CH:27][C:20]=2[N:19]=[N:18]1)[C:2]1[CH:7]=[CH:6][CH:5]=[CH:4][CH:3]=1.C1C[C@H]2N(C[C@H]3[C@@H]4CCCCN4C[C@@H]2C3)CC1.[F:46][C:47]1[CH:48]=[C:49]([C:54]2[CH:59]=[CH:58][C:57]([CH2:60][CH2:61][CH:62]=[O:63])=[CH:56][CH:55]=2)[CH:50]=[C:51]([F:53])[CH:52]=1. (6) Given the product [F:22][C:23]1[CH:24]=[CH:25][C:26]([C:29]2[CH:48]=[CH:47][C:32]3[N:33]=[C:34]([C:39]4[CH:40]=[C:41]([CH:44]=[CH:45][CH:46]=4)[C:42]([NH2:43])=[S:6])[CH2:35][C:36](=[O:38])[NH:37][C:31]=3[CH:30]=2)=[CH:27][CH:28]=1, predict the reactants needed to synthesize it. The reactants are: N[C@H](C(O)=O)C([SH:6])(C)C.C[Si](C)(C)S[Si](C)(C)C.C[O-].[Na+].[F:22][C:23]1[CH:28]=[CH:27][C:26]([C:29]2[CH:48]=[CH:47][C:32]3[N:33]=[C:34]([C:39]4[CH:40]=[C:41]([CH:44]=[CH:45][CH:46]=4)[C:42]#[N:43])[CH2:35][C:36](=[O:38])[NH:37][C:31]=3[CH:30]=2)=[CH:25][CH:24]=1. (7) Given the product [C:1]([O:5][C:6](=[O:39])[CH2:7][CH2:8][C:9]1[CH:14]=[CH:13][C:12]([O:15][CH2:16][CH2:17][C:18]2[N:19]=[C:20]([C:24]3[CH:25]=[CH:26][C:27]([O:30][CH:43]4[CH2:44][CH2:45][O:40][CH2:41][CH2:42]4)=[CH:28][CH:29]=3)[O:21][C:22]=2[CH3:23])=[CH:11][C:10]=1[CH2:31][NH:32][C:33]([O:35][CH:36]([CH3:37])[CH3:38])=[O:34])([CH3:4])([CH3:3])[CH3:2], predict the reactants needed to synthesize it. The reactants are: [C:1]([O:5][C:6](=[O:39])[CH2:7][CH2:8][C:9]1[CH:14]=[CH:13][C:12]([O:15][CH2:16][CH2:17][C:18]2[N:19]=[C:20]([C:24]3[CH:29]=[CH:28][C:27]([OH:30])=[CH:26][CH:25]=3)[O:21][C:22]=2[CH3:23])=[CH:11][C:10]=1[CH2:31][NH:32][C:33]([O:35][CH:36]([CH3:38])[CH3:37])=[O:34])([CH3:4])([CH3:3])[CH3:2].[O:40]1[CH2:45][CH2:44][CH:43](O)[CH2:42][CH2:41]1.C1(P(C2C=CC=CC=2)C2C=CC=CC=2)C=CC=CC=1.CC(OC(/N=N/C(OC(C)C)=O)=O)C.